This data is from NCI-60 drug combinations with 297,098 pairs across 59 cell lines. The task is: Regression. Given two drug SMILES strings and cell line genomic features, predict the synergy score measuring deviation from expected non-interaction effect. (1) Drug 1: CNC(=O)C1=NC=CC(=C1)OC2=CC=C(C=C2)NC(=O)NC3=CC(=C(C=C3)Cl)C(F)(F)F. Drug 2: C1CC(=O)NC(=O)C1N2C(=O)C3=CC=CC=C3C2=O. Cell line: PC-3. Synergy scores: CSS=6.21, Synergy_ZIP=-1.51, Synergy_Bliss=-0.816, Synergy_Loewe=1.57, Synergy_HSA=-0.872. (2) Drug 1: CC(C1=C(C=CC(=C1Cl)F)Cl)OC2=C(N=CC(=C2)C3=CN(N=C3)C4CCNCC4)N. Drug 2: C(CCl)NC(=O)N(CCCl)N=O. Cell line: NCI/ADR-RES. Synergy scores: CSS=-1.53, Synergy_ZIP=1.32, Synergy_Bliss=0.468, Synergy_Loewe=-1.40, Synergy_HSA=-2.29.